Dataset: Reaction yield outcomes from USPTO patents with 853,638 reactions. Task: Predict the reaction yield, written as a fraction of the theoretical maximum amount of product (1.0 means a 100% yield; for example, 0.34 means a 34% yield). (1) The reactants are [C:1]([O:5][C:6]([NH:8][CH:9]([C:19]1[CH:24]=[CH:23][CH:22]=[CH:21][CH:20]=1)[C:10]([O:12][C@@H:13]1[CH2:17][CH2:16][N:15]([CH3:18])[CH2:14]1)=[O:11])=[O:7])([CH3:4])([CH3:3])[CH3:2].[Br:25][CH2:26][C:27]([C:29]1[CH:34]=[CH:33][CH:32]=[CH:31][CH:30]=1)=[O:28]. The catalyst is CN(C=O)C.C(#N)C. The product is [Br-:25].[C:1]([O:5][C:6]([NH:8][CH:9]([C:19]1[CH:20]=[CH:21][CH:22]=[CH:23][CH:24]=1)[C:10]([O:12][C@@H:13]1[CH2:17][CH2:16][N+:15]([CH3:18])([CH2:26][C:27](=[O:28])[C:29]2[CH:34]=[CH:33][CH:32]=[CH:31][CH:30]=2)[CH2:14]1)=[O:11])=[O:7])([CH3:4])([CH3:2])[CH3:3]. The yield is 0.560. (2) The reactants are [F:1][C@H:2]1[CH2:6][CH2:5][N:4]([C:7]2[CH:8]=[CH:9][C:10]3[N:11]([C:13]([C:16]([OH:18])=O)=[CH:14][N:15]=3)[N:12]=2)[CH2:3]1.[O:19]1[CH2:24][CH2:23][N:22]([C:25]2[N:30]=[C:29]([NH2:31])[CH:28]=[CH:27][CH:26]=2)[CH2:21][CH2:20]1.CCN(C(C)C)C(C)C.CN(C(ON1N=NC2C=CC=NC1=2)=[N+](C)C)C.F[P-](F)(F)(F)(F)F. The catalyst is CN(C=O)C.O. The product is [F:1][C@H:2]1[CH2:6][CH2:5][N:4]([C:7]2[CH:8]=[CH:9][C:10]3[N:11]([C:13]([C:16]([NH:31][C:29]4[CH:28]=[CH:27][CH:26]=[C:25]([N:22]5[CH2:23][CH2:24][O:19][CH2:20][CH2:21]5)[N:30]=4)=[O:18])=[CH:14][N:15]=3)[N:12]=2)[CH2:3]1. The yield is 0.270. (3) The reactants are [CH3:1][C:2]1[O:6][C:5]([C:7]2[CH:12]=[CH:11][CH:10]=[CH:9][CH:8]=2)=[N:4][C:3]=1[CH2:13][O:14][C:15]1[CH:19]=[C:18]([CH2:20]O)[O:17][N:16]=1.S(Cl)([Cl:24])=O.C(=O)([O-])O.[Na+]. The catalyst is C1(C)C=CC=CC=1. The product is [Cl:24][CH2:20][C:18]1[O:17][N:16]=[C:15]([O:14][CH2:13][C:3]2[N:4]=[C:5]([C:7]3[CH:12]=[CH:11][CH:10]=[CH:9][CH:8]=3)[O:6][C:2]=2[CH3:1])[CH:19]=1. The yield is 0.890. (4) The reactants are Cl[C:2]1[CH:18]=[CH:17][C:5]([C:6]([C:8]2[CH:16]=[CH:15][CH:14]=[CH:13][C:9]=2[C:10]([OH:12])=[O:11])=[O:7])=[CH:4][C:3]=1[N+:19]([O-:21])=[O:20].Cl.[OH-].[NH4+:24]. No catalyst specified. The product is [NH2:24][C:2]1[CH:18]=[CH:17][C:5]([C:6]([C:8]2[CH:16]=[CH:15][CH:14]=[CH:13][C:9]=2[C:10]([OH:12])=[O:11])=[O:7])=[CH:4][C:3]=1[N+:19]([O-:21])=[O:20]. The yield is 1.00. (5) The reactants are [F:1][C:2]([F:12])([CH:6]([OH:11])[CH2:7][CH:8]([CH3:10])[CH3:9])[C:3]([OH:5])=[O:4].[CH3:13]O. The catalyst is O.C1(C)C=CC(S(O)(=O)=O)=CC=1. The product is [F:1][C:2]([F:12])([CH:6]([OH:11])[CH2:7][CH:8]([CH3:10])[CH3:9])[C:3]([O:5][CH3:13])=[O:4]. The yield is 0.720. (6) The reactants are [CH2:1]([O:3][C:4]1[CH:5]=[C:6]([C:15]([O:17]CC)=[O:16])[CH:7]=[C:8]2[C:12]=1[NH:11][N:10]=[C:9]2[CH2:13][CH3:14])[CH3:2].[Li+].[OH-].C(O)C. The catalyst is C1COCC1. The product is [CH2:1]([O:3][C:4]1[CH:5]=[C:6]([C:15]([OH:17])=[O:16])[CH:7]=[C:8]2[C:12]=1[NH:11][N:10]=[C:9]2[CH2:13][CH3:14])[CH3:2]. The yield is 0.970.